From a dataset of Catalyst prediction with 721,799 reactions and 888 catalyst types from USPTO. Predict which catalyst facilitates the given reaction. Reactant: [CH3:1][C:2]([C:4]1[CH:9]=[CH:8][CH:7]=[C:6]([NH:10][C:11]([CH3:13])=[O:12])[CH:5]=1)=[O:3].CO[CH:16](OC)[N:17]([CH3:19])[CH3:18].C1(C)C=CC=CC=1. Product: [CH3:16][N:17]([CH3:19])[CH:18]=[CH:1][C:2]([C:4]1[CH:5]=[C:6]([NH:10][C:11](=[O:12])[CH3:13])[CH:7]=[CH:8][CH:9]=1)=[O:3]. The catalyst class is: 25.